Task: Predict the product of the given reaction.. Dataset: Forward reaction prediction with 1.9M reactions from USPTO patents (1976-2016) Given the reactants [CH:1]1([C:6]2[C:15]([C:16](=[O:27])[C:17]3[CH:22]=[CH:21][C:20]([C:23]([F:26])([F:25])[F:24])=[CH:19][CH:18]=3)=[C:14]([C:28]3[CH:33]=[CH:32][C:31]([F:34])=[C:30]([F:35])[CH:29]=3)[C:13]3[C:12](=[O:36])[CH2:11][C:10]([CH3:38])([CH3:37])[CH2:9][C:8]=3[N:7]=2)[CH2:5][CH2:4][CH2:3][CH2:2]1, predict the reaction product. The product is: [CH:1]1([C:6]2[C:15]([C:16]([C:17]3[CH:22]=[CH:21][C:20]([C:23]([F:25])([F:26])[F:24])=[CH:19][CH:18]=3)=[O:27])=[C:14]([C:28]3[CH:33]=[CH:32][C:31]([F:34])=[C:30]([F:35])[CH:29]=3)[C:13]3[CH:12]([OH:36])[CH2:11][C:10]([CH3:38])([CH3:37])[CH2:9][C:8]=3[N:7]=2)[CH2:5][CH2:4][CH2:3][CH2:2]1.